Dataset: Full USPTO retrosynthesis dataset with 1.9M reactions from patents (1976-2016). Task: Predict the reactants needed to synthesize the given product. (1) Given the product [N:12]1[CH:13]=[CH:14][C:9]([C:6]([CH3:1])=[CH:7][C:24]([O:23][CH2:16][C:17]2[CH:22]=[CH:21][CH:20]=[CH:19][CH:18]=2)=[O:25])=[CH:10][CH:11]=1, predict the reactants needed to synthesize it. The reactants are: [CH3:1]N(C)C=O.[C:6]([C:9]1[CH:14]=[CH:13][N:12]=[CH:11][CH:10]=1)(=O)[CH3:7].[Br-].[CH2:16]([O:23][C:24]([P+](C1C=CC=CC=1)(C1C=CC=CC=1)C1C=CC=CC=1)=[O:25])[C:17]1[CH:22]=[CH:21][CH:20]=[CH:19][CH:18]=1.C(=O)([O-])[O-].[K+].[K+]. (2) Given the product [C:5]([SiH2:9][O:10][C:11]([CH3:22])([CH3:21])[C:12]1[CH:13]=[C:14]([CH:17]=[CH:18][C:19]=1[Cl:20])[CH2:15][NH:16][C:1](=[O:2])[CH3:3])([CH3:8])([CH3:6])[CH3:7], predict the reactants needed to synthesize it. The reactants are: [C:1](Cl)([CH3:3])=[O:2].[C:5]([SiH2:9][O:10][C:11]([CH3:22])([CH3:21])[C:12]1[CH:13]=[C:14]([CH:17]=[CH:18][C:19]=1[Cl:20])[CH2:15][NH2:16])([CH3:8])([CH3:7])[CH3:6].CCN(C(C)C)C(C)C. (3) The reactants are: [CH:1]1([C:10]([OH:12])=[O:11])[CH2:6][CH2:5][CH2:4][CH:3]([C:7]([OH:9])=O)[CH2:2]1. Given the product [CH:1]12[CH2:2][CH:3]([CH2:4][CH2:5][CH2:6]1)[C:7](=[O:9])[O:12][C:10]2=[O:11], predict the reactants needed to synthesize it. (4) Given the product [C:26]([SiH2:30][O:31][C:32]([CH3:50])([CH3:49])[CH:33]1[CH2:42][CH2:41][C:40]2[C:35](=[CH:36][C:37]([CH2:43][C:44]([CH3:47])([CH3:46])[CH3:45])=[CH:38][CH:39]=2)[CH:34]1[OH:48])([CH3:29])([CH3:28])[CH3:27], predict the reactants needed to synthesize it. The reactants are: B1(C)OC(C2C=CC=CC=2)(C2C=CC=CC=2)[C@H]2N1CCC2.B.CSC.[C:26]([SiH2:30][O:31][C:32]([CH3:50])([CH3:49])[CH:33]1[CH2:42][CH2:41][C:40]2[C:35](=[CH:36][C:37]([CH2:43][C:44]([CH3:47])([CH3:46])[CH3:45])=[CH:38][CH:39]=2)[C:34]1=[O:48])([CH3:29])([CH3:28])[CH3:27]. (5) Given the product [NH2:7][C@@H:8]1[CH2:13][CH2:12][C@H:11]([CH2:14][NH:15][C:16](=[O:25])[C:17]2[CH:22]=[CH:21][C:20]([F:23])=[C:19]([F:24])[CH:18]=2)[CH2:10][CH2:9]1, predict the reactants needed to synthesize it. The reactants are: C(OC(=O)[NH:7][C@H:8]1[CH2:13][CH2:12][C@@H:11]([CH2:14][NH:15][C:16](=[O:25])[C:17]2[CH:22]=[CH:21][C:20]([F:23])=[C:19]([F:24])[CH:18]=2)[CH2:10][CH2:9]1)(C)(C)C.Cl. (6) Given the product [C:16]([C:20]1[CH:21]=[CH:22][C:23]([CH2:24][NH:11][CH2:10][CH2:9][C:6]2[CH:7]=[CH:8][C:3]([Cl:2])=[C:4]([CH2:12][CH3:13])[CH:5]=2)=[CH:26][CH:27]=1)([CH3:19])([CH3:17])[CH3:18], predict the reactants needed to synthesize it. The reactants are: Cl.[Cl:2][C:3]1[CH:8]=[CH:7][C:6]([CH2:9][CH2:10][NH2:11])=[CH:5][C:4]=1[CH2:12][CH3:13].[OH-].[Na+].[C:16]([C:20]1[CH:27]=[CH:26][C:23]([CH:24]=O)=[CH:22][CH:21]=1)([CH3:19])([CH3:18])[CH3:17].Cl.